Dataset: Reaction yield outcomes from USPTO patents with 853,638 reactions. Task: Predict the reaction yield, written as a fraction of the theoretical maximum amount of product (1.0 means a 100% yield; for example, 0.34 means a 34% yield). (1) The reactants are CC1(C)OO1.[CH3:6][C@@H:7]1[C@H:25]([OH:26])[C@@H:24]([CH3:27])[C:22](=[O:23])[C:21]([CH3:29])([CH3:28])[C@@H:20]([OH:30])[CH2:19][C:17](=[O:18])[O:16][C@H:15](/[C:31](/[CH3:39])=[CH:32]/[C:33]2[N:37]=[C:36]([CH3:38])[S:35][CH:34]=2)[CH2:14][C@@H:12]2[O:13][C@:11]2([CH3:40])[CH2:10][CH2:9][CH2:8]1. No catalyst specified. The product is [CH3:6][C@@H:7]1[C@H:25]([OH:26])[C@@H:24]([CH3:27])[C:22](=[O:23])[C:21]([CH3:28])([CH3:29])[C@@H:20]([OH:30])[CH2:19][C:17](=[O:18])[O:16][C@H:15](/[C:31](/[CH3:39])=[CH:32]/[C:33]2[N:37]=[C:36]([CH3:38])[S:35][CH:34]=2)[CH2:14][C@@H:12]2[O:13][C@:11]2([CH3:40])[CH2:10][CH:9]=[CH:8]1. The yield is 0.870. (2) The reactants are [CH2:1]([Li])CCC.[C:6]1([CH:12]([C:15]2[CH:20]=[CH:19][CH:18]=[CH:17][CH:16]=2)[CH:13]=O)[CH:11]=[CH:10][CH:9]=[CH:8][CH:7]=1.C(OCC)C. The catalyst is [Br-].C[P+](C1C=CC=CC=1)(C1C=CC=CC=1)C1C=CC=CC=1.C1COCC1. The product is [C:6]1([CH:12]([C:15]2[CH:20]=[CH:19][CH:18]=[CH:17][CH:16]=2)[CH:13]=[CH2:1])[CH:11]=[CH:10][CH:9]=[CH:8][CH:7]=1. The yield is 0.460.